This data is from Catalyst prediction with 721,799 reactions and 888 catalyst types from USPTO. The task is: Predict which catalyst facilitates the given reaction. (1) Reactant: Cl[C:2]1[CH:7]=[C:6]([Cl:8])[N:5]=[CH:4][N:3]=1.[NH2:9][CH2:10][CH2:11][NH:12][C:13](=[O:19])[O:14][C:15]([CH3:18])([CH3:17])[CH3:16]. Product: [C:15]([O:14][C:13](=[O:19])[NH:12][CH2:11][CH2:10][NH:9][C:2]1[CH:7]=[C:6]([Cl:8])[N:5]=[CH:4][N:3]=1)([CH3:18])([CH3:16])[CH3:17]. The catalyst class is: 5. (2) Reactant: [H-].[Na+].[F:3][C:4]([F:11])([F:10])[C:5]1[CH:9]=[CH:8][NH:7][N:6]=1.CN(C)C=O.Cl[C:18]1[N:26]=[C:25]2[C:21]([N:22]=[CH:23][N:24]2[CH3:27])=[C:20]([NH:28][C:29]2[CH:34]=[CH:33][C:32]([Cl:35])=[CH:31][CH:30]=2)[N:19]=1. Product: [Cl:35][C:32]1[CH:31]=[CH:30][C:29]([NH:28][C:20]2[N:19]=[C:18]([N:7]3[CH:8]=[CH:9][C:5]([C:4]([F:11])([F:10])[F:3])=[N:6]3)[N:26]=[C:25]3[C:21]=2[N:22]=[CH:23][N:24]3[CH3:27])=[CH:34][CH:33]=1. The catalyst class is: 6. (3) The catalyst class is: 7. Product: [Cl:18][C:15]1[CH:16]=[CH:17][C:8]([O:7][C:4]([CH3:6])([CH3:5])[C:3]([OH:32])=[O:2])=[C:9]2[C:14]=1[N:13]=[C:12]([O:19][CH:20]([F:21])[F:22])[C:11]([CH2:23][C:24]1[CH:25]=[CH:26][C:27]([Cl:30])=[CH:28][CH:29]=1)=[C:10]2[CH3:31]. Reactant: C[O:2][C:3](=[O:32])[C:4]([O:7][C:8]1[CH:17]=[CH:16][C:15]([Cl:18])=[C:14]2[C:9]=1[C:10]([CH3:31])=[C:11]([CH2:23][C:24]1[CH:29]=[CH:28][C:27]([Cl:30])=[CH:26][CH:25]=1)[C:12]([O:19][CH:20]([F:22])[F:21])=[N:13]2)([CH3:6])[CH3:5].[OH-].[Li+]. (4) Reactant: [OH:1][CH:2]1[CH2:7][CH2:6][N:5]([C:8]([O:10][C:11]([CH3:14])([CH3:13])[CH3:12])=[O:9])[CH2:4][CH2:3]1.[N+:15]([C:18]1[CH:19]=[C:20](O)[CH:21]=[CH:22][CH:23]=1)([O-:17])=[O:16].C1(P(C2C=CC=CC=2)C2C=CC=CC=2)C=CC=CC=1. Product: [N+:15]([C:18]1[CH:23]=[C:22]([CH:21]=[CH:20][CH:19]=1)[O:1][CH:2]1[CH2:3][CH2:4][N:5]([C:8]([O:10][C:11]([CH3:14])([CH3:13])[CH3:12])=[O:9])[CH2:6][CH2:7]1)([O-:17])=[O:16]. The catalyst class is: 1. (5) Reactant: C[C:2]1[CH:3]=[CH:4][C:5](S(O)(=O)=O)=[CH:6][CH:7]=1.CC(=O)CCC(=O)C.[NH2:20][C:21]1[N:22]=[N:23][C:24]([Cl:27])=[CH:25][CH:26]=1.C. Product: [Cl:27][C:24]1[N:23]=[N:22][C:21]([N:20]2[C:6]([CH3:7])=[CH:5][CH:4]=[C:3]2[CH3:2])=[CH:26][CH:25]=1. The catalyst class is: 11. (6) Reactant: [C:1]([O:5][C:6]([N:8]1[CH2:14][CH2:13][C:12]2[C:15]([CH2:20][SH:21])=[C:16]([Cl:19])[CH:17]=[CH:18][C:11]=2[CH2:10][CH2:9]1)=[O:7])([CH3:4])([CH3:3])[CH3:2].Br[C:23]1[CH:28]=[CH:27][C:26]([C:29]2[N:30]=[C:31]([NH:34][CH2:35][CH:36]3[CH2:38][CH2:37]3)[S:32][CH:33]=2)=[CH:25][CH:24]=1.CC1(C)C2C(=C(P(C3C=CC=CC=3)C3C=CC=CC=3)C=CC=2)OC2C(P(C3C=CC=CC=3)C3C=CC=CC=3)=CC=CC1=2.C(N(C(C)C)CC)(C)C. Product: [C:1]([O:5][C:6]([N:8]1[CH2:14][CH2:13][C:12]2[C:15]([CH2:20][S:21][C:23]3[CH:24]=[CH:25][C:26]([C:29]4[N:30]=[C:31]([NH:34][CH2:35][CH:36]5[CH2:37][CH2:38]5)[S:32][CH:33]=4)=[CH:27][CH:28]=3)=[C:16]([Cl:19])[CH:17]=[CH:18][C:11]=2[CH2:10][CH2:9]1)=[O:7])([CH3:4])([CH3:2])[CH3:3]. The catalyst class is: 62. (7) Reactant: [NH:1](C(OC(C)(C)C)=O)[C@H:2]([C:12]([NH:14][C@H:15]([C:25]([OH:27])=[O:26])[CH2:16][O:17][CH2:18][C:19]1[CH:24]=[CH:23][CH:22]=[CH:21][CH:20]=1)=[O:13])[CH2:3][CH2:4][C:5](=[O:11])[O:6]C(C)(C)C. Product: [NH2:1][C@H:2]([C:12]([NH:14][C@H:15]([C:25]([OH:27])=[O:26])[CH2:16][O:17][CH2:18][C:19]1[CH:20]=[CH:21][CH:22]=[CH:23][CH:24]=1)=[O:13])[CH2:3][CH2:4][C:5](=[O:6])[OH:11]. The catalyst class is: 67. (8) Reactant: [CH3:1][O:2][C:3]1[CH:11]=[C:10]2[C:6]([C:7]([C@H:12]([CH2:16][CH3:17])[C:13]([OH:15])=[O:14])=[CH:8][CH2:9]2)=[CH:5][CH:4]=1.CCN(CC)CC. Product: [CH3:1][O:2][C:3]1[CH:11]=[C:10]2[C:6](=[CH:5][CH:4]=1)[C@H:7]([C@H:12]([CH2:16][CH3:17])[C:13]([OH:15])=[O:14])[CH2:8][CH2:9]2. The catalyst class is: 301. (9) Reactant: [CH3:1][O:2][C:3](=[O:11])[C:4]1[CH:9]=[CH:8][CH:7]=[N:6][C:5]=1[NH2:10].C(N(CC)CC)C.[Cl:19][C:20]1[CH:21]=[C:22]([CH:26]=[CH:27][N:28]=1)[C:23](Cl)=[O:24]. Product: [CH3:1][O:2][C:3](=[O:11])[C:4]1[CH:9]=[CH:8][CH:7]=[N:6][C:5]=1[NH:10][C:23]([C:22]1[CH:26]=[CH:27][N:28]=[C:20]([Cl:19])[CH:21]=1)=[O:24]. The catalyst class is: 4. (10) Product: [CH2:16]([N:3]([CH2:1][CH3:2])[C:4]([C:6]1[N:7]=[C:8]([C:11]([O-:13])=[O:12])[S:9][CH:10]=1)=[O:5])[CH3:17].[K+:19]. The catalyst class is: 88. Reactant: [CH2:1]([N:3]([CH2:16][CH3:17])[C:4]([C:6]1[N:7]=[C:8]([C:11]([O:13]CC)=[O:12])[S:9][CH:10]=1)=[O:5])[CH3:2].[OH-].[K+:19].